Task: Predict the product of the given reaction.. Dataset: Forward reaction prediction with 1.9M reactions from USPTO patents (1976-2016) Given the reactants [Cl:1][C:2]1[CH:8]=[CH:7][C:5]([NH2:6])=[CH:4][C:3]=1[C:9]1[CH:14]=[CH:13][CH:12]=[CH:11][N:10]=1.[Cl:15][C:16]1[CH:24]=[C:23]([S:25]([CH3:28])(=[O:27])=[O:26])[CH:22]=[CH:21][C:17]=1[C:18](O)=[O:19], predict the reaction product. The product is: [Cl:15][C:16]1[CH:24]=[C:23]([S:25]([CH3:28])(=[O:27])=[O:26])[CH:22]=[CH:21][C:17]=1[C:18]([NH:6][C:5]1[CH:7]=[CH:8][C:2]([Cl:1])=[C:3]([C:9]2[CH:14]=[CH:13][CH:12]=[CH:11][N:10]=2)[CH:4]=1)=[O:19].